Dataset: Catalyst prediction with 721,799 reactions and 888 catalyst types from USPTO. Task: Predict which catalyst facilitates the given reaction. (1) Reactant: [Br:1][C:2]1[C:3]([C:8]([OH:10])=O)=[N:4][CH:5]=[CH:6][CH:7]=1.C(N1C=CN=C1)(N1C=CN=C1)=O.Cl.[CH3:24][NH:25][O:26][CH3:27]. Product: [Br:1][C:2]1[C:3]([C:8]([N:25]([O:26][CH3:27])[CH3:24])=[O:10])=[N:4][CH:5]=[CH:6][CH:7]=1. The catalyst class is: 2. (2) Reactant: C(O)(C)(C)C.C(O)C.[BH4-].[Na+].[CH:11]1([N:14]2[C:19](=[O:20])[CH:18]=[C:17]([N:21]=[CH:22]N(C)C)[N:16]([C:26]3[CH:31]=[CH:30][C:29]([I:32])=[CH:28][C:27]=3[F:33])[C:15]2=[O:34])[CH2:13][CH2:12]1.C(O)(=O)CC(CC(O)=O)(C(O)=O)O. Product: [CH:11]1([N:14]2[C:19](=[O:20])[CH:18]=[C:17]([NH:21][CH3:22])[N:16]([C:26]3[CH:31]=[CH:30][C:29]([I:32])=[CH:28][C:27]=3[F:33])[C:15]2=[O:34])[CH2:12][CH2:13]1. The catalyst class is: 6. (3) Product: [CH:57]1([C:54]2[CH:53]=[CH:52][C:51]([NH:50][C:6]([NH:7][CH:8]3[CH2:12][CH2:11][N:10]([C:13]4[C:22]5[C:17](=[CH:18][C:19]([O:25][CH3:26])=[C:20]([O:23][CH3:24])[CH:21]=5)[N:16]=[CH:15][N:14]=4)[CH2:9]3)=[O:27])=[CH:56][CH:55]=2)[CH2:58][CH2:59][CH2:60][CH2:61][CH2:62]1.[C:1]([O:5][C:6](=[O:27])[NH:7][CH:8]1[CH2:12][CH2:11][N:10]([C:13]2[C:22]3[C:17](=[CH:18][C:19]([O:25][CH3:26])=[C:20]([O:23][CH3:24])[CH:21]=3)[N:16]=[CH:15][N:14]=2)[CH2:9]1)([CH3:4])([CH3:3])[CH3:2]. The catalyst class is: 23. Reactant: [C:1]([O:5][C:6](=[O:27])[NH:7][CH:8]1[CH2:12][CH2:11][N:10]([C:13]2[C:22]3[C:17](=[CH:18][C:19]([O:25][CH3:26])=[C:20]([O:23][CH3:24])[CH:21]=3)[N:16]=[CH:15][N:14]=2)[CH2:9]1)([CH3:4])([CH3:3])[CH3:2].CS(C)=O.C(O)(C(F)(F)F)=O.[N+](C1C=CC(OC(=O)[NH:50][C:51]2[CH:56]=[CH:55][C:54]([CH:57]3[CH2:62][CH2:61][CH2:60][CH2:59][CH2:58]3)=[CH:53][CH:52]=2)=CC=1)([O-])=O. (4) Reactant: COCCOCCOC.[Cl:10][C:11]1[CH:12]=[C:13]([C:18]([C:32]([F:35])([F:34])[F:33])=[CH:19][C:20]([C:22]2[CH:30]=[CH:29][C:25]([C:26]([OH:28])=[O:27])=[C:24]([CH3:31])[CH:23]=2)=O)[CH:14]=[C:15]([Cl:17])[CH:16]=1.C1(C)C=CC=CC=1.[OH2:43].S(O)(O)(=O)=O.[NH2:49]O. Product: [Cl:10][C:11]1[CH:12]=[C:13]([C:18]2([C:32]([F:35])([F:34])[F:33])[O:43][N:49]=[C:20]([C:22]3[CH:30]=[CH:29][C:25]([C:26]([OH:28])=[O:27])=[C:24]([CH3:31])[CH:23]=3)[CH2:19]2)[CH:14]=[C:15]([Cl:17])[CH:16]=1. The catalyst class is: 74. (5) Product: [OH:2][C:3]1[CH:4]=[C:5]([C:11]2[O:12][C:13]3[C:18]([C:19](=[O:22])[C:20]=2[OH:21])=[CH:17][C:16]([CH2:23][CH2:24][CH2:25][CH2:26][CH2:27][CH2:28][CH2:29][CH2:30][CH2:31][CH2:32][CH2:33][CH2:34][OH:35])=[CH:15][CH:14]=3)[CH:6]=[CH:7][C:8]=1[OH:9]. Reactant: C[O:2][C:3]1[CH:4]=[C:5]([C:11]2[O:12][C:13]3[C:18]([C:19](=[O:22])[C:20]=2[OH:21])=[CH:17][C:16]([CH2:23][CH2:24][CH2:25][CH2:26][CH2:27][CH2:28][CH2:29][CH2:30][CH2:31][CH2:32][CH2:33][CH2:34][OH:35])=[CH:15][CH:14]=3)[CH:6]=[CH:7][C:8]=1[O:9]C.B(Br)(Br)Br.CO.O. The catalyst class is: 4. (6) Reactant: [Br:1][C:2]1[CH:14]=[CH:13][C:5]([CH2:6][NH:7][CH2:8][CH2:9][CH:10]([CH3:12])[CH3:11])=[C:4]([Cl:15])[CH:3]=1.C(=O)(O)[O-].[Na+].[C:21]([O:25][C:26](O[C:26]([O:25][C:21]([CH3:24])([CH3:23])[CH3:22])=[O:27])=[O:27])([CH3:24])([CH3:23])[CH3:22]. Product: [C:21]([O:25][C:26](=[O:27])[N:7]([CH2:6][C:5]1[CH:13]=[CH:14][C:2]([Br:1])=[CH:3][C:4]=1[Cl:15])[CH2:8][CH2:9][CH:10]([CH3:12])[CH3:11])([CH3:24])([CH3:23])[CH3:22]. The catalyst class is: 84. (7) Reactant: [CH3:1][N:2]1[C:6]2[CH:7]=[CH:8][CH:9]=[CH:10][C:5]=2[N:4]=[C:3]1[CH:11]=[O:12].[BH4-].[Na+].[Cl-].[NH4+]. Product: [CH3:1][N:2]1[C:6]2[CH:7]=[CH:8][CH:9]=[CH:10][C:5]=2[N:4]=[C:3]1[CH2:11][OH:12]. The catalyst class is: 5.